Dataset: Peptide-MHC class I binding affinity with 185,985 pairs from IEDB/IMGT. Task: Regression. Given a peptide amino acid sequence and an MHC pseudo amino acid sequence, predict their binding affinity value. This is MHC class I binding data. (1) The peptide sequence is MKITAEWLW. The MHC is HLA-B58:01 with pseudo-sequence HLA-B58:01. The binding affinity (normalized) is 0.844. (2) The peptide sequence is LRFDLTRDK. The MHC is HLA-B27:05 with pseudo-sequence HLA-B27:05. The binding affinity (normalized) is 0.469. (3) The peptide sequence is KVQEWYLSY. The MHC is HLA-B27:05 with pseudo-sequence HLA-B27:05. The binding affinity (normalized) is 0.635. (4) The peptide sequence is KPVSDLYTSM. The MHC is HLA-B53:01 with pseudo-sequence HLA-B53:01. The binding affinity (normalized) is 0.627. (5) The peptide sequence is HSDAVEDFL. The MHC is HLA-A02:16 with pseudo-sequence HLA-A02:16. The binding affinity (normalized) is 0.0847. (6) The peptide sequence is LQNFCQHLV. The MHC is HLA-A03:01 with pseudo-sequence HLA-A03:01. The binding affinity (normalized) is 0.0847.